From a dataset of Full USPTO retrosynthesis dataset with 1.9M reactions from patents (1976-2016). Predict the reactants needed to synthesize the given product. (1) Given the product [CH:16]1([CH:12]([C:10]2[N:11]=[C:6]3[CH:5]=[CH:4][C:3]([C:2]([F:1])([F:14])[F:15])=[CH:8][N:7]3[CH:9]=2)[OH:13])[CH2:21][CH2:20][CH2:19][CH2:18][CH2:17]1, predict the reactants needed to synthesize it. The reactants are: [F:1][C:2]([F:15])([F:14])[C:3]1[CH:4]=[CH:5][C:6]2[N:7]([CH:9]=[C:10]([CH:12]=[O:13])[N:11]=2)[CH:8]=1.[CH:16]1([Mg]Br)[CH2:21][CH2:20][CH2:19][CH2:18][CH2:17]1.[Cl-].[NH4+]. (2) The reactants are: [CH2:1]([O:8][C:9]1[CH:14]=[CH:13][N:12]=[C:11]([NH2:15])[CH:10]=1)[C:2]1[CH:7]=[CH:6][CH:5]=[CH:4][CH:3]=1.[CH2:16]([OH:18])C.[CH3:19][C:20]([OH:23])([CH3:22])[CH3:21]. Given the product [CH2:1]([O:8][C:9]1[CH:14]=[CH:13][N:12]=[C:11]([NH:15][C:16](=[O:18])[O:23][C:20]([CH3:22])([CH3:21])[CH3:19])[CH:10]=1)[C:2]1[CH:3]=[CH:4][CH:5]=[CH:6][CH:7]=1, predict the reactants needed to synthesize it. (3) Given the product [CH3:46][N:38]([CH2:37][C@@H:17]1[O:16][C:15]2[C:10]([NH:9][C:1](=[O:8])[C:2]3[CH:3]=[CH:4][N:5]=[CH:6][CH:7]=3)=[CH:11][CH:12]=[CH:13][C:14]=2[C:21](=[O:22])[N:20]([C@@H:23]([CH3:35])[CH2:24][OH:25])[CH2:19][C@H:18]1[CH3:36])[CH3:39], predict the reactants needed to synthesize it. The reactants are: [C:1]([NH:9][C:10]1[C:15]2[O:16][C@@H:17]([CH2:37][N:38]([CH3:46])[C:39](=O)OC(C)(C)C)[C@H:18]([CH3:36])[CH2:19][N:20]([C@@H:23]([CH3:35])[CH2:24][O:25]CC3C=CC(OC)=CC=3)[C:21](=[O:22])[C:14]=2[CH:13]=[CH:12][CH:11]=1)(=[O:8])[C:2]1[CH:7]=[CH:6][N:5]=[CH:4][CH:3]=1.O(C1C=CC(C=O)=CC=1)C1C=CC=CC=1.C=O. (4) The reactants are: Cl[C:2]1[N:7]=[CH:6][N:5]=[C:4]2[N:8]([C:13]([C:26]3[CH:31]=[CH:30][CH:29]=[CH:28][CH:27]=3)([C:20]3[CH:25]=[CH:24][CH:23]=[CH:22][CH:21]=3)[C:14]3[CH:19]=[CH:18][CH:17]=[CH:16][CH:15]=3)[N:9]=[C:10]([CH2:11][CH3:12])[C:3]=12.CC1(C)C(C)(C)OB([C:40]2[CH:41]=[C:42]([C:46]3([C:49]#[N:50])[CH2:48][CH2:47]3)[CH:43]=[CH:44][CH:45]=2)O1.C(=O)([O-])[O-].[Na+].[Na+]. Given the product [CH2:11]([C:10]1[C:3]2[C:4](=[N:5][CH:6]=[N:7][C:2]=2[C:40]2[CH:41]=[C:42]([C:46]3([C:49]#[N:50])[CH2:47][CH2:48]3)[CH:43]=[CH:44][CH:45]=2)[N:8]([C:13]([C:26]2[CH:27]=[CH:28][CH:29]=[CH:30][CH:31]=2)([C:14]2[CH:15]=[CH:16][CH:17]=[CH:18][CH:19]=2)[C:20]2[CH:25]=[CH:24][CH:23]=[CH:22][CH:21]=2)[N:9]=1)[CH3:12], predict the reactants needed to synthesize it.